This data is from Forward reaction prediction with 1.9M reactions from USPTO patents (1976-2016). The task is: Predict the product of the given reaction. Given the reactants [C:1]1([CH2:11][C:12]2[C:20]3[C:15](=[N:16][CH:17]=[N:18][C:19]=3[NH2:21])[NH:14][N:13]=2)[C:10]2[C:5](=[CH:6][CH:7]=[CH:8][CH:9]=2)[CH:4]=[CH:3][CH:2]=1.C(=O)([O-])[O-].[Cs+].[Cs+].CS(O[CH:33]1[CH2:36][N:35]([C:37]([O:39][C:40]([CH3:43])([CH3:42])[CH3:41])=[O:38])[CH2:34]1)(=O)=O.O, predict the reaction product. The product is: [C:40]([O:39][C:37]([N:35]1[CH2:36][CH:33]([N:14]2[C:15]3=[N:16][CH:17]=[N:18][C:19]([NH2:21])=[C:20]3[C:12]([CH2:11][C:1]3[C:10]4[C:5](=[CH:6][CH:7]=[CH:8][CH:9]=4)[CH:4]=[CH:3][CH:2]=3)=[N:13]2)[CH2:34]1)=[O:38])([CH3:43])([CH3:41])[CH3:42].